From a dataset of Buchwald-Hartwig C-N cross coupling reaction yields with 55,370 reactions. Predict the reaction yield, written as a fraction of the theoretical maximum amount of product (1.0 means a 100% yield; for example, 0.34 means a 34% yield). The reactants are FC(F)(F)c1ccc(Cl)cc1.Cc1ccc(N)cc1.O=S(=O)(O[Pd]1c2ccccc2-c2ccccc2N~1)C(F)(F)F.CC(C)c1cc(C(C)C)c(-c2ccccc2P(C2CCCCC2)C2CCCCC2)c(C(C)C)c1.CCN=P(N=P(N(C)C)(N(C)C)N(C)C)(N(C)C)N(C)C.COC(=O)c1cc(-c2ccco2)on1. No catalyst specified. The product is Cc1ccc(Nc2ccc(C(F)(F)F)cc2)cc1. The yield is 0.0662.